This data is from Forward reaction prediction with 1.9M reactions from USPTO patents (1976-2016). The task is: Predict the product of the given reaction. (1) Given the reactants [NH:1]1[CH2:5][CH2:4][CH:3]([OH:6])[CH2:2]1.[CH3:7][C:8]([CH3:13])([CH3:12])[CH2:9][CH:10]=O.C(O[BH-](OC(=O)C)OC(=O)C)(=O)C.[Na+].[OH-].[Na+], predict the reaction product. The product is: [CH3:7][C:8]([CH3:13])([CH3:12])[CH2:9][CH2:10][N:1]1[CH2:5][CH2:4][CH:3]([OH:6])[CH2:2]1. (2) The product is: [F:57][C:28]([F:27])([F:58])[C:29]([NH:31][CH2:32][CH:33]1[CH2:38][CH2:37][N:36]([C:39]2[N:44]=[C:43]([C:45]3[CH:54]=[CH:53][C:52]4[C:47](=[CH:48][CH:49]=[C:50]([CH:55]=[O:56])[CH:51]=4)[CH:46]=3)[CH:42]=[CH:41][N:40]=2)[CH2:35][CH2:34]1)=[O:30]. Given the reactants C(C1C=C2C(=CC=1)C=C(C1C=CN=C(N3CCC(CN)CC3)N=1)C=C2)=C.[F:27][C:28]([F:58])([F:57])[C:29]([NH:31][CH2:32][CH:33]1[CH2:38][CH2:37][N:36]([C:39]2[N:44]=[C:43]([C:45]3[CH:54]=[CH:53][C:52]4[C:47](=[CH:48][CH:49]=[C:50]([CH:55]=[O:56])[CH:51]=4)[CH:46]=3)[CH:42]=[CH:41][N:40]=2)[CH2:35][CH2:34]1)=[O:30], predict the reaction product. (3) Given the reactants [C:1]1([CH2:7][CH2:8][CH2:9][CH:10]([NH:20][C:21](=[O:46])[C@H:22]([CH2:39][C:40]2[CH:41]=[N:42][CH:43]=[CH:44][CH:45]=2)[NH:23][C:24]([CH:26]2[CH2:31][CH2:30][N:29](C(OC(C)(C)C)=O)[CH2:28][CH2:27]2)=[O:25])[CH2:11][CH2:12][CH2:13][C:14]2[CH:19]=[CH:18][CH:17]=[CH:16][CH:15]=2)[CH:6]=[CH:5][CH:4]=[CH:3][CH:2]=1.FC(F)(F)C(O)=O, predict the reaction product. The product is: [C:14]1([CH2:13][CH2:12][CH2:11][CH:10]([NH:20][C:21](=[O:46])[C@H:22]([CH2:39][C:40]2[CH:41]=[N:42][CH:43]=[CH:44][CH:45]=2)[NH:23][C:24]([CH:26]2[CH2:31][CH2:30][NH:29][CH2:28][CH2:27]2)=[O:25])[CH2:9][CH2:8][CH2:7][C:1]2[CH:6]=[CH:5][CH:4]=[CH:3][CH:2]=2)[CH:15]=[CH:16][CH:17]=[CH:18][CH:19]=1. (4) Given the reactants Br[C:2]1[CH:17]=[N:16][C:5]2[NH:6][C:7]3[CH:12]=[N:11][C:10]([C:13]([OH:15])=[O:14])=[CH:9][C:8]=3[C:4]=2[CH:3]=1.[CH3:18][N:19]1[CH2:24][CH2:23][N:22]([C:25]2[CH:30]=[CH:29][C:28](B(O)O)=[CH:27][CH:26]=2)[CH2:21][CH2:20]1.S(=O)(=O)(O)O, predict the reaction product. The product is: [CH3:18][N:19]1[CH2:24][CH2:23][N:22]([C:25]2[CH:26]=[CH:27][C:28]([C:2]3[CH:17]=[N:16][C:5]4[NH:6][C:7]5[CH:12]=[N:11][C:10]([C:13]([OH:15])=[O:14])=[CH:9][C:8]=5[C:4]=4[CH:3]=3)=[CH:29][CH:30]=2)[CH2:21][CH2:20]1. (5) Given the reactants [CH2:1]([O:4][C:5]([C:7]1[O:14][C:13]2[C:12]([NH2:15])=[N:11][N:10]([C:16]([O:18][CH2:19][CH3:20])=[O:17])[C:9]=2[CH:8]=1)=[O:6])[CH2:2][CH3:3].C(N(C(C)C)CC)(C)C.[N+:30]([C:33]1[CH:41]=[CH:40][CH:39]=[CH:38][C:34]=1[C:35](Cl)=[O:36])([O-:32])=[O:31], predict the reaction product. The product is: [CH2:1]([O:4][C:5]([C:7]1[O:14][C:13]2[C:12]([NH:15][C:35](=[O:36])[C:34]3[CH:38]=[CH:39][CH:40]=[CH:41][C:33]=3[N+:30]([O-:32])=[O:31])=[N:11][N:10]([C:16]([O:18][CH2:19][CH3:20])=[O:17])[C:9]=2[CH:8]=1)=[O:6])[CH2:2][CH3:3]. (6) Given the reactants [CH2:1]([N:8]1[CH2:13][CH2:12][C:11]([CH3:28])([C:14]2[CH:19]=[CH:18]C=C(OS(C(F)(F)F)(=O)=O)[CH:15]=2)[CH:10]([CH3:29])[CH2:9]1)[C:2]1C=[CH:6][CH:5]=[CH:4][CH:3]=1.[C-]#[N:31].[K+].[CH3:33][N:34]1[CH2:38][CH2:37][CH2:36][C:35]1=O, predict the reaction product. The product is: [NH3:8].[CH2:1]([N:8]1[CH2:13][CH2:12][C:11]([C:14]2[CH:19]=[CH:18][CH:35]=[C:36]([C:37]3[N:31]=[CH:33][NH:34][CH:38]=3)[CH:15]=2)([CH3:28])[CH:10]([CH3:29])[CH2:9]1)[CH2:2][CH2:3][CH2:4][CH2:5][CH3:6]. (7) Given the reactants [C:1]([C:9]1[C:10](=[O:20])[N:11]([CH3:19])[C:12](=[O:18])[N:13]([CH3:17])[C:14]=1[CH2:15]Br)(=O)[C:2]1[CH:7]=[CH:6][CH:5]=[CH:4][CH:3]=1.[NH2:21][C:22]1[CH:27]=[C:26]([Cl:28])[C:25]([N+:29]([O-:31])=[O:30])=[CH:24][C:23]=1[OH:32], predict the reaction product. The product is: [Cl:28][C:26]1[C:25]([N+:29]([O-:31])=[O:30])=[CH:24][C:23]([OH:32])=[C:22]([N:21]2[C:1]([C:2]3[CH:7]=[CH:6][CH:5]=[CH:4][CH:3]=3)=[C:9]3[C:14]([N:13]([CH3:17])[C:12](=[O:18])[N:11]([CH3:19])[C:10]3=[O:20])=[CH:15]2)[CH:27]=1. (8) Given the reactants [OH:1][N:2]=[C:3]([NH2:10])[C:4]1[CH:9]=[CH:8][CH:7]=[N:6][CH:5]=1.[F:11][C:12]1[CH:13]=[C:14]([CH:18]=[CH:19][C:20]=1[OH:21])[C:15](O)=O.N, predict the reaction product. The product is: [F:11][C:12]1[CH:13]=[C:14]([C:15]2[O:1][N:2]=[C:3]([C:4]3[CH:5]=[N:6][CH:7]=[CH:8][CH:9]=3)[N:10]=2)[CH:18]=[CH:19][C:20]=1[OH:21].